Dataset: Forward reaction prediction with 1.9M reactions from USPTO patents (1976-2016). Task: Predict the product of the given reaction. The product is: [C:1]([C:5]1[CH:6]=[C:7]([NH:13][C:14]([NH:16][C@@H:17]2[C:26]3[C:21](=[CH:22][CH:23]=[CH:24][CH:25]=3)[C@H:20]([O:27][C:28]3[CH:29]=[CH:30][C:31]4[N:32]([C:34]([N:37]5[C@H:42]([CH3:43])[CH2:41][CH2:40][CH2:39][C@@H:38]5[CH3:44])=[N:35][N:36]=4)[CH:33]=3)[CH2:19][CH2:18]2)=[O:15])[N:8]([CH2:10][CH2:11][O:12][S:46]([CH3:45])(=[O:48])=[O:47])[N:9]=1)([CH3:4])([CH3:2])[CH3:3]. Given the reactants [C:1]([C:5]1[CH:6]=[C:7]([NH:13][C:14]([NH:16][C@@H:17]2[C:26]3[C:21](=[CH:22][CH:23]=[CH:24][CH:25]=3)[C@H:20]([O:27][C:28]3[CH:29]=[CH:30][C:31]4[N:32]([C:34]([N:37]5[C@H:42]([CH3:43])[CH2:41][CH2:40][CH2:39][C@@H:38]5[CH3:44])=[N:35][N:36]=4)[CH:33]=3)[CH2:19][CH2:18]2)=[O:15])[N:8]([CH2:10][CH2:11][OH:12])[N:9]=1)([CH3:4])([CH3:3])[CH3:2].[CH3:45][S:46](Cl)(=[O:48])=[O:47].CCN(C(C)C)C(C)C, predict the reaction product.